From a dataset of Full USPTO retrosynthesis dataset with 1.9M reactions from patents (1976-2016). Predict the reactants needed to synthesize the given product. (1) Given the product [CH3:18][S:19]([C:22]1[CH:23]=[CH:24][C:25]([CH:28]([CH2:33][C:34]2[S:35][CH:36]=[CH:37][CH:38]=2)[C:29]([OH:31])=[O:30])=[CH:26][CH:27]=1)(=[O:20])=[O:21], predict the reactants needed to synthesize it. The reactants are: CN1C(=O)N(C)CCC1.[Li+].CC([N-]C(C)C)C.[CH3:18][S:19]([C:22]1[CH:27]=[CH:26][C:25]([CH2:28][C:29]([OH:31])=[O:30])=[CH:24][CH:23]=1)(=[O:21])=[O:20].Cl[CH2:33][C:34]1[S:35][CH:36]=[CH:37][CH:38]=1.C1(C)C=CC=CC=1. (2) Given the product [CH3:1][O:2][C:3](=[O:16])[C:4]1[CH:9]=[CH:8][CH:7]=[C:6]([NH:10][CH2:11][C:12](=[O:15])[CH2:13][CH2:14][N:17]2[CH2:18][CH2:19][CH:20]([O:23][C:24](=[O:38])[NH:25][C:26]3[CH:31]=[CH:30][CH:29]=[CH:28][C:27]=3[C:32]3[CH:37]=[CH:36][CH:35]=[CH:34][CH:33]=3)[CH2:21][CH2:22]2)[CH:5]=1, predict the reactants needed to synthesize it. The reactants are: [CH3:1][O:2][C:3](=[O:16])[C:4]1[CH:9]=[CH:8][CH:7]=[C:6]([NH:10][CH2:11][C:12](=[O:15])[CH:13]=[CH2:14])[CH:5]=1.[NH:17]1[CH2:22][CH2:21][CH:20]([O:23][C:24](=[O:38])[NH:25][C:26]2[CH:31]=[CH:30][CH:29]=[CH:28][C:27]=2[C:32]2[CH:37]=[CH:36][CH:35]=[CH:34][CH:33]=2)[CH2:19][CH2:18]1. (3) Given the product [CH3:9][O:10][C:11](=[O:23])[CH2:12][O:13][C:14]1[CH:19]=[CH:18][C:17]([N:20]([CH3:21])[CH2:25][C:26]2[S:30][C:29]([C:31]3[CH:36]=[CH:35][C:34]([C:37]([F:40])([F:39])[F:38])=[CH:33][CH:32]=3)=[N:28][C:27]=2[CH3:41])=[CH:16][C:15]=1[I:22], predict the reactants needed to synthesize it. The reactants are: C(=O)([O-])[O-].[K+].[K+].[I-].[Na+].[CH3:9][O:10][C:11](=[O:23])[CH2:12][O:13][C:14]1[CH:19]=[CH:18][C:17]([NH:20][CH3:21])=[CH:16][C:15]=1[I:22].Cl[CH2:25][C:26]1[S:30][C:29]([C:31]2[CH:36]=[CH:35][C:34]([C:37]([F:40])([F:39])[F:38])=[CH:33][CH:32]=2)=[N:28][C:27]=1[CH3:41]. (4) Given the product [CH3:1][O:2][C:3](=[O:19])[CH:4]([NH:8][C:9](=[O:18])[C:10]1[C:11]([Cl:17])=[CH:12][CH:13]=[CH:14][C:15]=1[Cl:16])[CH2:5]/[CH:6]=[CH:7]/[C:21]1[CH:22]=[CH:23][C:24]([C:27]2([O:33][CH2:34][CH3:35])[CH2:32][CH2:31][O:30][CH2:29][CH2:28]2)=[CH:25][CH:26]=1, predict the reactants needed to synthesize it. The reactants are: [CH3:1][O:2][C:3](=[O:19])[CH:4]([NH:8][C:9](=[O:18])[C:10]1[C:15]([Cl:16])=[CH:14][CH:13]=[CH:12][C:11]=1[Cl:17])[CH2:5][CH:6]=[CH2:7].I[C:21]1[CH:26]=[CH:25][C:24]([C:27]2([O:33][CH2:34][CH3:35])[CH2:32][CH2:31][O:30][CH2:29][CH2:28]2)=[CH:23][CH:22]=1.